From a dataset of Catalyst prediction with 721,799 reactions and 888 catalyst types from USPTO. Predict which catalyst facilitates the given reaction. The catalyst class is: 3. Product: [Br:1][C:2]1[CH:15]=[CH:14][C:5]([CH2:6][N:7]2[CH2:11][C:10](=[O:12])[N:9]([CH2:17][CH:18]3[CH2:21][CH2:20][CH2:19]3)[C:8]2=[O:13])=[CH:4][CH:3]=1. Reactant: [Br:1][C:2]1[CH:15]=[CH:14][C:5]([CH2:6][N:7]2[CH2:11][C:10](=[O:12])[NH:9][C:8]2=[O:13])=[CH:4][CH:3]=1.Br[CH2:17][CH:18]1[CH2:21][CH2:20][CH2:19]1.C(=O)([O-])[O-].[K+].[K+].